Dataset: Reaction yield outcomes from USPTO patents with 853,638 reactions. Task: Predict the reaction yield, written as a fraction of the theoretical maximum amount of product (1.0 means a 100% yield; for example, 0.34 means a 34% yield). The reactants are [N:1]1([C:5]2[N:10]=[N:9][C:8]([O:11][CH2:12][C:13]3[CH:18]=[CH:17][CH:16]=[CH:15][CH:14]=3)=[C:7]([O:19][CH2:20][C:21]3[CH:26]=[CH:25][CH:24]=[CH:23][CH:22]=3)[CH:6]=2)[CH2:4][CH2:3][CH2:2]1.C(OC1N=NC(Cl)=CC=1OCC1C=CC=CC=1)C1C=CC=CC=1.C(OC1N=NC(C#CC(C)C)=CC=1OCC1C=CC=CC=1)C1C=CC=CC=1.CNCC. No catalyst specified. The product is [CH2:20]([O:19][C:7]1[CH:6]=[C:5]([N:1]([CH2:2][CH3:3])[CH3:4])[N:10]=[N:9][C:8]=1[O:11][CH2:12][C:13]1[CH:18]=[CH:17][CH:16]=[CH:15][CH:14]=1)[C:21]1[CH:22]=[CH:23][CH:24]=[CH:25][CH:26]=1. The yield is 0.0900.